This data is from NCI-60 drug combinations with 297,098 pairs across 59 cell lines. The task is: Regression. Given two drug SMILES strings and cell line genomic features, predict the synergy score measuring deviation from expected non-interaction effect. Drug 1: CC1C(C(CC(O1)OC2CC(OC(C2O)C)OC3=CC4=CC5=C(C(=O)C(C(C5)C(C(=O)C(C(C)O)O)OC)OC6CC(C(C(O6)C)O)OC7CC(C(C(O7)C)O)OC8CC(C(C(O8)C)O)(C)O)C(=C4C(=C3C)O)O)O)O. Drug 2: C(CCl)NC(=O)N(CCCl)N=O. Cell line: SF-295. Synergy scores: CSS=59.5, Synergy_ZIP=-5.20, Synergy_Bliss=-4.56, Synergy_Loewe=-16.8, Synergy_HSA=-3.25.